This data is from Reaction yield outcomes from USPTO patents with 853,638 reactions. The task is: Predict the reaction yield, written as a fraction of the theoretical maximum amount of product (1.0 means a 100% yield; for example, 0.34 means a 34% yield). (1) The reactants are C(C1C=CC([CH:10]([CH:16]([C:18]2[CH:23]=[CH:22][CH:21]=[CH:20][CH:19]=2)[CH3:17])[C:11]([O:13][CH2:14][CH3:15])=[O:12])=CC=1)(O)=O.Cl.Cl.[NH2:26][CH2:27][CH2:28][NH:29][C:30]1[CH:35]=[CH:34][CH:33]=[CH:32][N:31]=1.C1C=CC2N([OH:45])N=NC=2C=1.CCN([CH:52]([CH3:54])[CH3:53])C(C)C.[CH2:55](Cl)[CH2:56]Cl.[CH3:59][C:60]#N. No catalyst specified. The product is [C:18]1([CH:16]([CH2:17][C:56]2[CH:55]=[CH:54][C:52]([C:53]([NH:26][CH2:27][CH2:28][NH:29][C:30]3[CH:35]=[CH:34][CH:33]=[CH:32][N:31]=3)=[O:45])=[CH:60][CH:59]=2)[CH2:10][C:11]([O:13][CH2:14][CH3:15])=[O:12])[CH:19]=[CH:20][CH:21]=[CH:22][CH:23]=1. The yield is 0.880. (2) The reactants are [CH3:1][C:2]1[C:3](=O)[C:4]([O:10][CH3:11])([O:8][CH3:9])[C:5]=1[O:6]C.[CH3:13][O:14][C:15]1[CH:16]=[C:17]([Mg]Br)[CH:18]=[CH:19][CH:20]=1.C(OC(C(F)(F)F)=O)(C(F)(F)F)=O. The catalyst is C1COCC1. The product is [CH3:1][C:2]1[C:5](=[O:6])[C:4]([O:10][CH3:11])([O:8][CH3:9])[C:3]=1[C:19]1[CH:18]=[CH:17][CH:16]=[C:15]([O:14][CH3:13])[CH:20]=1. The yield is 0.750. (3) The reactants are C([O:3][C:4](=O)[CH2:5][C:6]1([NH2:10])[CH2:9][O:8][CH2:7]1)C.[CH3:12][NH2:13].O. The catalyst is C1(C)C=CC=CC=1. The product is [NH2:10][C:6]1([CH2:5][C:4]([NH:13][CH3:12])=[O:3])[CH2:9][O:8][CH2:7]1. The yield is 0.970. (4) The catalyst is C1COCC1. The reactants are [CH:1]1([C:7](=[S:9])[NH2:8])[CH2:6][CH2:5][CH2:4][CH2:3][CH2:2]1.Br[CH2:11][C:12](=O)[C:13]([O:15][CH2:16][CH3:17])=[O:14]. The product is [CH2:16]([O:15][C:13]([C:12]1[N:8]=[C:7]([CH:1]2[CH2:6][CH2:5][CH2:4][CH2:3][CH2:2]2)[S:9][CH:11]=1)=[O:14])[CH3:17]. The yield is 0.740.